Dataset: Forward reaction prediction with 1.9M reactions from USPTO patents (1976-2016). Task: Predict the product of the given reaction. (1) The product is: [Br:1][C:2]1[CH:3]=[CH:4][C:5]([F:11])=[C:6]([C:8](=[O:10])[CH3:9])[CH:7]=1. Given the reactants [Br:1][C:2]1[CH:3]=[CH:4][C:5]([F:11])=[C:6]([CH:8]([OH:10])[CH3:9])[CH:7]=1, predict the reaction product. (2) Given the reactants Cl.[N:2]1([CH:7]2[CH2:10][N:9]([CH2:11][CH:12]3[CH2:17][CH2:16][N:15]([C:18]([O:20][C:21](C)(C)[CH3:22])=[O:19])[CH2:14][CH2:13]3)[CH2:8]2)[CH:6]=[CH:5][CH:4]=[N:3]1.ClC(OCC)=O, predict the reaction product. The product is: [N:2]1([CH:7]2[CH2:10][N:9]([CH2:11][CH:12]3[CH2:13][CH2:14][N:15]([C:18]([O:20][CH2:21][CH3:22])=[O:19])[CH2:16][CH2:17]3)[CH2:8]2)[CH:6]=[CH:5][CH:4]=[N:3]1. (3) Given the reactants [N:1]1[C:8]([Cl:9])=[N:7][C:5]([Cl:6])=[N:4][C:2]=1Cl.[NH2:10][C:11]1[CH:12]=[C:13]([CH:17]=[C:18]([Cl:21])[C:19]=1[CH3:20])[C:14]([NH2:16])=[O:15], predict the reaction product. The product is: [Cl:21][C:18]1[CH:17]=[C:13]([CH:12]=[C:11]([NH:10][C:2]2[N:1]=[C:8]([Cl:9])[N:7]=[C:5]([Cl:6])[N:4]=2)[C:19]=1[CH3:20])[C:14]([NH2:16])=[O:15].